From a dataset of Peptide-MHC class II binding affinity with 134,281 pairs from IEDB. Regression. Given a peptide amino acid sequence and an MHC pseudo amino acid sequence, predict their binding affinity value. This is MHC class II binding data. (1) The MHC is DRB4_0103 with pseudo-sequence DRB4_0103. The binding affinity (normalized) is 0.650. The peptide sequence is NGVIKILTYPWDRIE. (2) The peptide sequence is SVLLVVALFAVFLGS. The MHC is DRB1_1001 with pseudo-sequence DRB1_1001. The binding affinity (normalized) is 0.